From a dataset of Full USPTO retrosynthesis dataset with 1.9M reactions from patents (1976-2016). Predict the reactants needed to synthesize the given product. (1) Given the product [O:1]1[C:5]2[CH:6]=[CH:7][CH:8]=[CH:9][C:4]=2[CH:3]=[C:2]1[C:10]1[C:17]([C:18]#[N:19])=[C:16]([OH:20])[C:15]([OH:21])=[CH:14][C:11]=1[C:12]#[N:13], predict the reactants needed to synthesize it. The reactants are: [O:1]1[C:5]2[CH:6]=[CH:7][CH:8]=[CH:9][C:4]=2[CH:3]=[C:2]1[C:10]1[C:17]([C:18]#[N:19])=[C:16]([OH:20])[C:15]([O:21]C)=[CH:14][C:11]=1[C:12]#[N:13].O1C2C=CC=CC=2C=C1B(O)O.BrC1C(C#N)=C(O)C(OC)=CC=1C#N. (2) Given the product [NH:29]1[C:37]2[C:32](=[CH:33][CH:34]=[CH:35][CH:36]=2)[C:31]([CH:7]2[C:8]3[C:13](=[CH:12][CH:11]=[CH:10][CH:9]=3)[C:14]3[CH:1]=[CH:2][CH:3]=[CH:4][C:5]=3[N:6]2[C:21]([C:20]2[CH:24]=[CH:25][CH:26]=[C:18]([O:17][C:16]([F:28])([F:27])[F:15])[CH:19]=2)=[O:22])=[CH:30]1, predict the reactants needed to synthesize it. The reactants are: [CH:1]1[C:14]2[C:5](=[N:6][CH:7]=[C:8]3[C:13]=2[CH:12]=[CH:11][CH:10]=[CH:9]3)[CH:4]=[CH:3][CH:2]=1.[F:15][C:16]([F:28])([F:27])[O:17][C:18]1[CH:19]=[C:20]([CH:24]=[CH:25][CH:26]=1)[C:21](Cl)=[O:22].[NH:29]1[C:37]2[C:32](=[CH:33][CH:34]=[CH:35][CH:36]=2)[CH:31]=[CH:30]1. (3) The reactants are: S([O-])(OCCCCCCCCCCCC)(=O)=O.[Na+].[CH2:19]=[C:20]1[CH2:25][CH:24]([CH3:26])[O:23][C:21]1=[O:22].[C:27]([OH:31])(=[O:30])[CH:28]=[CH2:29].S(OOS([O-])(=O)=O)([O-])(=O)=O.[Na+].[Na+].[OH-].[Na+]. Given the product [CH2:19]=[C:20]1[CH2:25][CH:24]([CH3:26])[O:23][C:21]1=[O:22].[C:27]([OH:31])(=[O:30])[CH:28]=[CH2:29], predict the reactants needed to synthesize it. (4) Given the product [NH2:17][C:11]1[N:10]=[C:9]([O:18][CH2:19][CH2:20][CH2:21][CH3:22])[N:8]=[C:7]2[C:12]=1[NH:13][C:14](=[O:15])[N:6]2[CH2:5][CH2:4][CH2:3][CH2:2][N:28]([CH2:48][C:44]1[CH:43]=[C:42]([CH2:41][C:40]([O:39][CH3:38])=[O:50])[CH:47]=[CH:46][CH:45]=1)[CH2:27][C:26]([CH3:30])([CH3:29])[CH2:25][N:24]([CH3:31])[CH3:23], predict the reactants needed to synthesize it. The reactants are: Br[CH2:2][CH2:3][CH2:4][CH2:5][N:6]1[C:14]([O:15]C)=[N:13][C:12]2[C:7]1=[N:8][C:9]([O:18][CH2:19][CH2:20][CH2:21][CH3:22])=[N:10][C:11]=2[NH2:17].[CH3:23][N:24]([CH3:31])[CH2:25][C:26]([CH3:30])([CH3:29])[CH2:27][NH2:28].C(=O)([O-])[O-].[K+].[K+].[CH3:38][O:39][C:40](=[O:50])[CH2:41][C:42]1[CH:47]=[CH:46][CH:45]=[C:44]([CH2:48]Br)[CH:43]=1. (5) Given the product [O:1]1[CH2:6][CH2:5][CH:4]([O:7][CH2:8][CH2:9][OH:10])[CH2:3][CH2:2]1, predict the reactants needed to synthesize it. The reactants are: [O:1]1[CH2:6][CH2:5][CH:4]([O:7][CH2:8][CH2:9][O:10]C2CCCCO2)[CH2:3][CH2:2]1.Cl.C(O)(C)C. (6) Given the product [CH2:40]([N:42]([CH2:43][CH2:44][CH3:45])[CH2:2][CH2:3][CH2:4][O:5][C:6]1[CH:7]=[C:8]([N:12]2[C:16]3[CH:17]=[CH:18][C:19]([F:21])=[CH:20][C:15]=3[C:14](=[N:22][C:23]3[CH:28]=[CH:27][CH:26]=[C:25]([C:29]([F:32])([F:31])[F:30])[CH:24]=3)[C:13]2=[O:33])[CH:9]=[CH:10][CH:11]=1)[CH3:41], predict the reactants needed to synthesize it. The reactants are: Br[CH2:2][CH2:3][CH2:4][O:5][C:6]1[CH:7]=[C:8]([N:12]2[C:16]3[CH:17]=[CH:18][C:19]([F:21])=[CH:20][C:15]=3[C:14](=[N:22][C:23]3[CH:28]=[CH:27][CH:26]=[C:25]([C:29]([F:32])([F:31])[F:30])[CH:24]=3)[C:13]2=[O:33])[CH:9]=[CH:10][CH:11]=1.C([O-])([O-])=O.[K+].[K+].[CH2:40]([NH:42][CH2:43][CH2:44][CH3:45])[CH3:41].CCOC(C)=O. (7) Given the product [ClH:1].[Cl:1][C:2]1[S:6][C:5]([C:24]2[CH2:25][CH2:26][NH:21][CH2:22][CH:23]=2)=[CH:4][CH:3]=1, predict the reactants needed to synthesize it. The reactants are: [Cl:1][C:2]1[S:6][C:5]([Mg]Br)=[CH:4][CH:3]=1.O1CCCC1.C(OC([N:21]1[CH2:26][CH2:25][C:24](=O)[CH2:23][CH2:22]1)=O)(C)(C)C.[Cl-].[NH4+].